From a dataset of NCI-60 drug combinations with 297,098 pairs across 59 cell lines. Regression. Given two drug SMILES strings and cell line genomic features, predict the synergy score measuring deviation from expected non-interaction effect. (1) Drug 1: C1=CC(=CC=C1CCC2=CNC3=C2C(=O)NC(=N3)N)C(=O)NC(CCC(=O)O)C(=O)O. Drug 2: CC1=CC=C(C=C1)C2=CC(=NN2C3=CC=C(C=C3)S(=O)(=O)N)C(F)(F)F. Cell line: HT29. Synergy scores: CSS=41.4, Synergy_ZIP=2.87, Synergy_Bliss=3.75, Synergy_Loewe=-3.33, Synergy_HSA=3.65. (2) Drug 2: C#CCC(CC1=CN=C2C(=N1)C(=NC(=N2)N)N)C3=CC=C(C=C3)C(=O)NC(CCC(=O)O)C(=O)O. Cell line: K-562. Drug 1: CC12CCC3C(C1CCC2O)C(CC4=C3C=CC(=C4)O)CCCCCCCCCS(=O)CCCC(C(F)(F)F)(F)F. Synergy scores: CSS=8.04, Synergy_ZIP=4.05, Synergy_Bliss=3.79, Synergy_Loewe=-16.1, Synergy_HSA=1.02. (3) Drug 1: C1=NC2=C(N=C(N=C2N1C3C(C(C(O3)CO)O)F)Cl)N. Drug 2: C1CN1C2=NC(=NC(=N2)N3CC3)N4CC4. Cell line: SK-MEL-28. Synergy scores: CSS=19.4, Synergy_ZIP=-7.82, Synergy_Bliss=-0.161, Synergy_Loewe=-4.76, Synergy_HSA=0.0342. (4) Drug 1: CN(C(=O)NC(C=O)C(C(C(CO)O)O)O)N=O. Drug 2: CC12CCC3C(C1CCC2OP(=O)(O)O)CCC4=C3C=CC(=C4)OC(=O)N(CCCl)CCCl.[Na+]. Cell line: OVCAR-4. Synergy scores: CSS=8.39, Synergy_ZIP=4.45, Synergy_Bliss=7.68, Synergy_Loewe=4.49, Synergy_HSA=5.67. (5) Drug 1: CC1C(C(CC(O1)OC2CC(OC(C2O)C)OC3=CC4=CC5=C(C(=O)C(C(C5)C(C(=O)C(C(C)O)O)OC)OC6CC(C(C(O6)C)O)OC7CC(C(C(O7)C)O)OC8CC(C(C(O8)C)O)(C)O)C(=C4C(=C3C)O)O)O)O. Drug 2: CC1=C(N=C(N=C1N)C(CC(=O)N)NCC(C(=O)N)N)C(=O)NC(C(C2=CN=CN2)OC3C(C(C(C(O3)CO)O)O)OC4C(C(C(C(O4)CO)O)OC(=O)N)O)C(=O)NC(C)C(C(C)C(=O)NC(C(C)O)C(=O)NCCC5=NC(=CS5)C6=NC(=CS6)C(=O)NCCC[S+](C)C)O. Cell line: OVCAR-4. Synergy scores: CSS=17.1, Synergy_ZIP=-1.82, Synergy_Bliss=-2.35, Synergy_Loewe=-21.3, Synergy_HSA=-0.136.